This data is from Kir2.1 potassium channel HTS with 301,493 compounds. The task is: Binary Classification. Given a drug SMILES string, predict its activity (active/inactive) in a high-throughput screening assay against a specified biological target. (1) The compound is N1(CCN(CC1)c1ncccn1)c1nc2c(n3c1nnc3)cccc2. The result is 0 (inactive). (2) The drug is Brc1ccc(CNCc2cc(OC)cc(OC)c2)cc1. The result is 1 (active). (3) The compound is O=C(NC1(CCCCC1)CC(OCC)=O)C1CN(C(=O)CC1)CCc1ccc(OC)cc1. The result is 0 (inactive). (4) The molecule is Clc1cc(NC(=S)Nn2cnnc2)c(cc1)C. The result is 0 (inactive).